Predict the product of the given reaction. From a dataset of Forward reaction prediction with 1.9M reactions from USPTO patents (1976-2016). Given the reactants Cl[C:2]1[C:11]2[C:6](=[CH:7][CH:8]=[C:9]([NH:12][S:13]([N:16]3[CH2:19][CH2:18][CH2:17]3)(=[O:15])=[O:14])[CH:10]=2)[CH:5]=[N:4][CH:3]=1.[CH3:20][N:21]1[CH:25]=[C:24]([C:26]2[CH:31]=[CH:30][C:29](B3OC(C)(C)C(C)(C)O3)=[CH:28][CH:27]=2)[CH:23]=[N:22]1.C(=O)([O-])[O-].[Na+].[Na+].O1CCOCC1, predict the reaction product. The product is: [CH3:20][N:21]1[CH:25]=[C:24]([C:26]2[CH:27]=[CH:28][C:29]([C:2]3[C:11]4[C:6](=[CH:7][CH:8]=[C:9]([NH:12][S:13]([N:16]5[CH2:19][CH2:18][CH2:17]5)(=[O:15])=[O:14])[CH:10]=4)[CH:5]=[N:4][CH:3]=3)=[CH:30][CH:31]=2)[CH:23]=[N:22]1.